Task: Predict the reactants needed to synthesize the given product.. Dataset: Full USPTO retrosynthesis dataset with 1.9M reactions from patents (1976-2016) (1) Given the product [CH3:15][O:16]/[N:17]=[C:18](/[C:29]1[CH:34]=[CH:33][CH:32]=[CH:31][CH:30]=1)\[CH2:19][O:20][C:21]1[CH:26]=[CH:25][C:24]([CH2:27][O:1][C:2]2[CH:3]=[CH:4][C:5]([C:8](=[O:14])[CH2:9][C:10]([O:12][CH3:13])=[O:11])=[CH:6][CH:7]=2)=[CH:23][CH:22]=1, predict the reactants needed to synthesize it. The reactants are: [OH:1][C:2]1[CH:7]=[CH:6][C:5]([C:8](=[O:14])[CH2:9][C:10]([O:12][CH3:13])=[O:11])=[CH:4][CH:3]=1.[CH3:15][O:16]/[N:17]=[C:18](/[C:29]1[CH:34]=[CH:33][CH:32]=[CH:31][CH:30]=1)\[CH2:19][O:20][C:21]1[CH:26]=[CH:25][C:24]([CH2:27]O)=[CH:23][CH:22]=1.C(P(CCCC)CCCC)CCC.N(C(N1CCCCC1)=O)=NC(N1CCCCC1)=O. (2) Given the product [F:1][C:2]1[CH:3]=[C:4]2[C:8](=[CH:9][CH:10]=1)[C:7](=[O:11])[NH:6][C:5]2([CH3:22])[CH3:21], predict the reactants needed to synthesize it. The reactants are: [F:1][C:2]1[CH:3]=[C:4]2[C:8](=[CH:9][CH:10]=1)[C:7](=[O:11])[N:6](CC1C=CC(OC)=CC=1)[C:5]2([CH3:22])[CH3:21].O=[N+]([O-])[O-].[O-][N+](=O)[O-].[O-][N+](=O)[O-].[O-][N+](=O)[O-].[O-][N+](=O)[O-].[O-][N+](=O)[O-].[Ce+4].[NH4+].[NH4+]. (3) Given the product [F:36][CH2:21][CH2:20][C:19]#[C:18][C:15]1[CH:16]=[C:17]2[C:12]([CH:11]=[C:10]([C:23]3[CH:28]=[CH:27][CH:26]=[CH:25][C:24]=3[Cl:29])[N:9]2[CH2:8][C:6]2[N:7]=[C:2]([NH2:1])[CH:3]=[CH:4][CH:5]=2)=[CH:13][CH:14]=1, predict the reactants needed to synthesize it. The reactants are: [NH2:1][C:2]1[N:7]=[C:6]([CH2:8][N:9]2[C:17]3[C:12](=[CH:13][CH:14]=[C:15]([C:18]#[C:19][CH2:20][CH2:21]O)[CH:16]=3)[CH:11]=[C:10]2[C:23]2[CH:28]=[CH:27][CH:26]=[CH:25][C:24]=2[Cl:29])[CH:5]=[CH:4][CH:3]=1.CCN(S(F)(F)[F:36])CC.